Predict the reaction yield, written as a fraction of the theoretical maximum amount of product (1.0 means a 100% yield; for example, 0.34 means a 34% yield). From a dataset of Reaction yield outcomes from USPTO patents with 853,638 reactions. (1) The reactants are [F:1][C:2]1[CH:3]=[C:4]([OH:11])[CH:5]=[CH:6][C:7]=1[N+:8]([O-:10])=[O:9].[CH:12](N(C(C)C)CC)(C)C.C[Si](C=[N+]=[N-])(C)C. The catalyst is C(#N)C.CO. The product is [CH3:12][O:11][C:4]1[CH:5]=[CH:6][C:7]([N+:8]([O-:10])=[O:9])=[C:2]([F:1])[CH:3]=1. The yield is 1.00. (2) The reactants are [CH3:1][C:2]1[CH:10]=[CH:9][C:5]([C:6]([OH:8])=[O:7])=[C:4]([SH:11])[CH:3]=1.Cl.[CH3:13]O. No catalyst specified. The product is [CH3:1][C:2]1[CH:10]=[CH:9][C:5]([C:6]([O:8][CH3:13])=[O:7])=[C:4]([SH:11])[CH:3]=1. The yield is 0.720. (3) The catalyst is CS(C)=O.[Cl-].[Na+].O. The yield is 0.700. The product is [F:26][C:5]1[C:6]2[N:7]([CH:8]=[C:9]([CH2:11][N:12]([CH2:23][CH2:24][CH3:25])[C@@H:13]3[C:22]4[N:21]=[CH:20][CH:19]=[CH:18][C:17]=4[CH2:16][CH2:15][CH2:14]3)[N:10]=2)[C:2]([N:31]2[CH2:32][CH2:33][N:28]([CH3:27])[CH2:29][CH2:30]2)=[CH:3][CH:4]=1. The reactants are F[C:2]1[N:7]2[CH:8]=[C:9]([CH2:11][N:12]([CH2:23][CH2:24][CH3:25])[C@@H:13]3[C:22]4[N:21]=[CH:20][CH:19]=[CH:18][C:17]=4[CH2:16][CH2:15][CH2:14]3)[N:10]=[C:6]2[C:5]([F:26])=[CH:4][CH:3]=1.[CH3:27][N:28]1[CH2:33][CH2:32][NH:31][CH2:30][CH2:29]1.C([O-])([O-])=O.[Na+].[Na+]. (4) The reactants are [H-].[Na+].[I-].[Na+].Cl[CH2:6][C:7]1([CH2:28][NH:29][C:30]([N:32]2[CH2:37][CH2:36][C:35]3[NH:38][N:39]=[N:40][C:34]=3[CH2:33]2)=[O:31])[CH2:12][CH2:11][N:10]([C:13]([O:15][CH2:16][C:17]2[CH:22]=[CH:21][C:20]([O:23][C:24]([F:27])([F:26])[F:25])=[CH:19][CH:18]=2)=[O:14])[CH2:9][CH2:8]1. The catalyst is CN(C)C=O. The product is [NH:38]1[C:35]2[CH2:36][CH2:37][N:32]([C:30]([N:29]3[CH2:28][C:7]4([CH2:12][CH2:11][N:10]([C:13]([O:15][CH2:16][C:17]5[CH:22]=[CH:21][C:20]([O:23][C:24]([F:27])([F:26])[F:25])=[CH:19][CH:18]=5)=[O:14])[CH2:9][CH2:8]4)[CH2:6]3)=[O:31])[CH2:33][C:34]=2[N:40]=[N:39]1. The yield is 0.300. (5) The reactants are [Br:1][C:2]1(Br)[CH2:14][CH2:13][C:12]2[C:11]3[C:6](=[CH:7][C:8]([Cl:16])=[C:9]([Cl:15])[CH:10]=3)[NH:5][C:4]=2[C:3]1=[O:17].[Li+].[Br-]. The catalyst is CN(C=O)C. The product is [Br:1][C:2]1[CH:14]=[CH:13][C:12]2[C:11]3[C:6](=[CH:7][C:8]([Cl:16])=[C:9]([Cl:15])[CH:10]=3)[NH:5][C:4]=2[C:3]=1[OH:17]. The yield is 0.370. (6) The reactants are Br[CH:2]([C:12]1[CH:17]=[C:16]([C:18]([CH3:21])([CH3:20])[CH3:19])[CH:15]=[C:14]([C:22]([CH3:25])([CH3:24])[CH3:23])[CH:13]=1)[C:3](=O)[CH2:4][CH:5]1[CH2:10][CH2:9][CH2:8][CH2:7][CH2:6]1.[NH2:26][C:27]([NH2:29])=[S:28].C([O-])(O)=O.[Na+]. The catalyst is CCO. The product is [CH:5]1([CH2:4][C:3]2[N:26]=[C:27]([NH2:29])[S:28][C:2]=2[C:12]2[CH:17]=[C:16]([C:18]([CH3:21])([CH3:20])[CH3:19])[CH:15]=[C:14]([C:22]([CH3:25])([CH3:24])[CH3:23])[CH:13]=2)[CH2:10][CH2:9][CH2:8][CH2:7][CH2:6]1. The yield is 0.980. (7) The reactants are [CH3:1][C:2]([C:7]1[CH:12]=[CH:11][CH:10]=[CH:9][CH:8]=1)([CH3:6])[C:3](O)=[O:4].CSC.B.CO.O. The catalyst is C1COCC1. The product is [CH3:6][C:2]([C:7]1[CH:12]=[CH:11][CH:10]=[CH:9][CH:8]=1)([CH3:1])[CH2:3][OH:4]. The yield is 0.770. (8) The reactants are [CH3:1][C:2]1[C:6]([C:7]2[C:8]([C:15]3[CH:20]=[CH:19][C:18]([OH:21])=[CH:17][CH:16]=3)=[N:9][N:10]([CH3:14])[C:11]=2[C:12]#[N:13])=[C:5]([CH3:22])[O:4][N:3]=1.[NH2:23][OH:24].CCOC(C)=O.O. The catalyst is CS(C)=O. The product is [CH3:1][C:2]1[C:6]([C:7]2[C:8]([C:15]3[CH:20]=[CH:19][C:18]([OH:21])=[CH:17][CH:16]=3)=[N:9][N:10]([CH3:14])[C:11]=2[C:12](=[N:23][OH:24])[NH2:13])=[C:5]([CH3:22])[O:4][N:3]=1. The yield is 0.340.